From a dataset of Full USPTO retrosynthesis dataset with 1.9M reactions from patents (1976-2016). Predict the reactants needed to synthesize the given product. (1) Given the product [CH3:1][C:2]1[N:10]=[CH:9][N:8]=[C:7]2[C:3]=1[N:4]=[CH:5][N:6]2[C@@H:11]1[O:17][C@@H:16]([CH3:18])[C@@H:14]([OH:15])[C@H:12]1[OH:13], predict the reactants needed to synthesize it. The reactants are: [CH3:1][C:2]1[N:10]=[CH:9][N:8]=[C:7]2[C:3]=1[N:4]=[CH:5][N:6]2[C@@H:11]1[O:17][C@@H:16]([CH2:18]I)[C@@H:14]([OH:15])[C@H:12]1[OH:13].N(C(C)(C)C#N)=NC(C)(C)C#N.C([SnH](CCCC)CCCC)CCC. (2) Given the product [Br:1][C:2]1[C:3]([O:11][CH3:10])=[N:4][CH:5]=[CH:6][C:7]=1[CH3:8], predict the reactants needed to synthesize it. The reactants are: [Br:1][C:2]1[C:3](Cl)=[N:4][CH:5]=[CH:6][C:7]=1[CH3:8].[CH3:10][O-:11].[Na+]. (3) Given the product [CH3:35][C:31]1[CH:32]=[CH:33][CH:34]=[C:2]([CH3:1])[C:3]=1[O:4][C:5]1[CH:6]=[C:7]([CH:12]=[CH:13][C:14]=1[C:15]1[C:16]2[CH:25]=[C:24]([C:26](=[O:30])[NH:27][CH2:28][CH3:29])[NH:23][C:17]=2[C:18](=[O:22])[N:19]([CH3:21])[CH:20]=1)[C:8]([OH:10])=[O:9], predict the reactants needed to synthesize it. The reactants are: [CH3:1][C:2]1[CH:34]=[CH:33][CH:32]=[C:31]([CH3:35])[C:3]=1[O:4][C:5]1[CH:6]=[C:7]([CH:12]=[CH:13][C:14]=1[C:15]1[C:16]2[CH:25]=[C:24]([C:26](=[O:30])[NH:27][CH2:28][CH3:29])[NH:23][C:17]=2[C:18](=[O:22])[N:19]([CH3:21])[CH:20]=1)[C:8]([O:10]C)=[O:9].O.[OH-].[Li+].